Predict the product of the given reaction. From a dataset of Forward reaction prediction with 1.9M reactions from USPTO patents (1976-2016). (1) Given the reactants [NH:1]1[CH2:4][CH:3]([C:5]([N:7]2[CH2:11][CH2:10][C@@H:9]([N:12]([CH3:14])[CH3:13])[CH2:8]2)=[O:6])[CH2:2]1.[F:15][C:16]1[CH:24]=[CH:23][C:22]([CH:25]=[O:26])=[CH:21][C:17]=1[C:18](O)=[O:19].F[P-](F)(F)(F)(F)F.N1(OC(N(C)C)=[N+](C)C)C2C=CC=CC=2N=N1.C(N(CC)C(C)C)(C)C, predict the reaction product. The product is: [CH3:13][N:12]([CH3:14])[C@@H:9]1[CH2:10][CH2:11][N:7]([C:5]([CH:3]2[CH2:4][N:1]([C:18]([C:17]3[CH:21]=[C:22]([CH:23]=[CH:24][C:16]=3[F:15])[CH:25]=[O:26])=[O:19])[CH2:2]2)=[O:6])[CH2:8]1. (2) Given the reactants C([O:8][C@H:9]1[C:19]2([CH2:21][CH2:20]2)[C@H:18]2[C@@H:11]([O:12][Si:13]([CH:31]([CH3:33])[CH3:32])([CH:28]([CH3:30])[CH3:29])[O:14][Si:15]([CH:25]([CH3:27])[CH3:26])([CH:22]([CH3:24])[CH3:23])[O:16][CH2:17]2)[C@@H:10]1[F:34])C1C=CC=CC=1.B(Cl)(Cl)Cl, predict the reaction product. The product is: [F:34][C@H:10]1[C@@H:11]2[O:12][Si:13]([CH:28]([CH3:30])[CH3:29])([CH:31]([CH3:33])[CH3:32])[O:14][Si:15]([CH:25]([CH3:26])[CH3:27])([CH:22]([CH3:23])[CH3:24])[O:16][CH2:17][C@H:18]2[C:19]2([CH2:21][CH2:20]2)[C@@H:9]1[OH:8]. (3) Given the reactants [CH3:1][C:2]1[C:7]([N+:8]([O-:10])=[O:9])=[CH:6][CH:5]=[CH:4][N:3]=1.[Se](=O)=[O:12], predict the reaction product. The product is: [N+:8]([C:7]1[C:2]([CH:1]=[O:12])=[N:3][CH:4]=[CH:5][CH:6]=1)([O-:10])=[O:9]. (4) Given the reactants [F:1][C:2]1[CH:3]=[C:4]([CH:7]=[C:8]([F:10])[CH:9]=1)[CH2:5]Br.[H-].[Na+].[F:13][C:14]([F:23])([F:22])[CH2:15][CH2:16][CH:17]([C:20]#[N:21])[C:18]#[N:19], predict the reaction product. The product is: [F:1][C:2]1[CH:3]=[C:4]([CH:7]=[C:8]([F:10])[CH:9]=1)[CH2:5][C:17]([CH2:16][CH2:15][C:14]([F:13])([F:22])[F:23])([C:18]#[N:19])[C:20]#[N:21].